Dataset: Catalyst prediction with 721,799 reactions and 888 catalyst types from USPTO. Task: Predict which catalyst facilitates the given reaction. Reactant: [Br:1][C:2]1[CH:3]=[C:4]([O:19][CH3:20])[C:5]([Cl:18])=[C:6]([C:8]([C:10]2[CH:15]=[CH:14][C:13]([CH2:16][CH3:17])=[CH:12][CH:11]=2)=O)[CH:7]=1.C([SiH](CC)CC)C.B(F)(F)F.CCOCC. Product: [CH2:16]([C:13]1[CH:14]=[CH:15][C:10]([CH2:8][C:6]2[CH:7]=[C:2]([Br:1])[CH:3]=[C:4]([O:19][CH3:20])[C:5]=2[Cl:18])=[CH:11][CH:12]=1)[CH3:17]. The catalyst class is: 2.